This data is from Reaction yield outcomes from USPTO patents with 853,638 reactions. The task is: Predict the reaction yield, written as a fraction of the theoretical maximum amount of product (1.0 means a 100% yield; for example, 0.34 means a 34% yield). (1) The reactants are [NH2:1][C:2]1[CH:7]=[CH:6][CH:5]=[CH:4][N:3]=1.C([O:10][C:11](=O)[CH2:12][C:13]([CH2:15][Cl:16])=O)C. No catalyst specified. The product is [Cl:16][CH2:15][C:13]1[N:1]=[C:2]2[CH:7]=[CH:6][CH:5]=[CH:4][N:3]2[C:11](=[O:10])[CH:12]=1. The yield is 0.990. (2) The reactants are [F:1][C:2]1[CH:7]=[CH:6][C:5]([C:8]2[C:16]3[C:11](=[CH:12][CH:13]=[C:14]([N+:17]([O-])=O)[CH:15]=3)[N:10](COCCOC)[N:9]=2)=[CH:4][CH:3]=1.[CH:26](=O)[CH3:27]. The catalyst is C(O)C.[Pd].[C]. The product is [CH2:26]([NH:17][C:14]1[CH:15]=[C:16]2[C:11](=[CH:12][CH:13]=1)[NH:10][N:9]=[C:8]2[C:5]1[CH:4]=[CH:3][C:2]([F:1])=[CH:7][CH:6]=1)[CH3:27]. The yield is 0.110. (3) The catalyst is C(Cl)Cl.CN(C1C=CN=CC=1)C. The reactants are [F:1][C:2]1[CH:7]=[C:6]([O:8][C:9]2[CH:14]=[CH:13][C:12]([O:15][CH3:16])=[CH:11][CH:10]=2)[CH:5]=[C:4]([CH3:17])[C:3]=1[C:18]1[N:19]=[C:20]([NH2:23])[S:21][CH:22]=1.Cl.[C:25](Cl)(=[O:32])[C:26]1[CH:31]=[CH:30][N:29]=[CH:28][CH:27]=1. The yield is 0.320. The product is [F:1][C:2]1[CH:7]=[C:6]([O:8][C:9]2[CH:14]=[CH:13][C:12]([O:15][CH3:16])=[CH:11][CH:10]=2)[CH:5]=[C:4]([CH3:17])[C:3]=1[C:18]1[N:19]=[C:20]([NH:23][C:25](=[O:32])[C:26]2[CH:31]=[CH:30][N:29]=[CH:28][CH:27]=2)[S:21][CH:22]=1. (4) The product is [Br:1][CH2:2][CH2:3][O:4][C:5]1[CH:13]=[CH:12][C:8]([C:9]([Cl:17])=[O:10])=[CH:7][C:6]=1[F:14]. The reactants are [Br:1][CH2:2][CH2:3][O:4][C:5]1[CH:13]=[CH:12][C:8]([C:9](O)=[O:10])=[CH:7][C:6]=1[F:14].S(Cl)([Cl:17])=O. No catalyst specified. The yield is 0.930. (5) The catalyst is CN(C=O)C. The product is [C:18]([O:20][N:57]1[C:62](=[O:63])[CH2:61][CH2:60][C:58]1=[O:59])(=[O:19])[CH2:17][CH2:16][CH2:15][CH2:14][CH2:13][CH2:12][CH2:11][CH2:10][CH2:9][CH2:8][CH2:7][CH2:6][CH2:5][CH2:4][CH2:3][CH2:2][C:1]([O:22][CH2:23][C:24]1[CH:29]=[CH:28][CH:27]=[CH:26][CH:25]=1)=[O:21]. The yield is 1.00. The reactants are [C:1]([O:22][CH2:23][C:24]1[CH:29]=[CH:28][CH:27]=[CH:26][CH:25]=1)(=[O:21])[CH2:2][CH2:3][CH2:4][CH2:5][CH2:6][CH2:7][CH2:8][CH2:9][CH2:10][CH2:11][CH2:12][CH2:13][CH2:14][CH2:15][CH2:16][CH2:17][C:18]([O-:20])=[O:19].C1COCC1.CCN(C(C)C)C(C)C.[B-](F)(F)(F)F.CN(C(O[N:57]1[C:62](=[O:63])[CH2:61][CH2:60][C:58]1=[O:59])=[N+](C)C)C. (6) The reactants are [Li+].CC([N-]C(C)C)C.[O:9]=[C:10]([CH3:25])[CH2:11][CH:12]1[CH2:17][CH2:16][N:15]([C:18]([O:20][C:21]([CH3:24])([CH3:23])[CH3:22])=[O:19])[CH2:14][CH2:13]1.Cl[Si:27]([CH3:30])([CH3:29])[CH3:28].C([O-])(O)=O.[Na+]. The catalyst is C1COCC1. The product is [CH3:28][Si:27]([CH3:30])([CH3:29])[O:9][C:10](=[CH2:25])[CH2:11][CH:12]1[CH2:13][CH2:14][N:15]([C:18]([O:20][C:21]([CH3:24])([CH3:23])[CH3:22])=[O:19])[CH2:16][CH2:17]1. The yield is 1.08. (7) The catalyst is CS(C)=O.[OH-].[Na+]. The yield is 0.620. The product is [F:15][C:6]1[C:5]2[O:4][CH2:3][CH:2]([NH:1][CH2:17][CH2:18][CH2:19][C:20]3[C:28]4[C:23](=[CH:24][CH:25]=[C:26]([O:29][CH3:30])[CH:27]=4)[NH:22][CH:21]=3)[CH2:11][C:10]=2[C:9]([C:12]([NH2:14])=[O:13])=[CH:8][CH:7]=1. The reactants are [NH2:1][CH:2]1[CH2:11][C:10]2[C:9]([C:12]([NH2:14])=[O:13])=[CH:8][CH:7]=[C:6]([F:15])[C:5]=2[O:4][CH2:3]1.Br[CH2:17][CH2:18][CH2:19][C:20]1[C:28]2[C:23](=[CH:24][CH:25]=[C:26]([O:29][CH3:30])[CH:27]=2)[NH:22][CH:21]=1.C(N(CC)C(C)C)(C)C. (8) The reactants are [F:1][C:2]1[CH:7]=[C:6]([F:8])[CH:5]=[CH:4][C:3]=1B(O)O.Br[C:13]1[CH:18]=[CH:17][CH:16]=[CH:15][N:14]=1.C(=O)([O-])[O-].[Na+].[Na+]. The catalyst is O1CCOCC1. The product is [F:1][C:2]1[CH:7]=[C:6]([F:8])[CH:5]=[CH:4][C:3]=1[C:13]1[CH:18]=[CH:17][CH:16]=[CH:15][N:14]=1. The yield is 0.870.